Dataset: Full USPTO retrosynthesis dataset with 1.9M reactions from patents (1976-2016). Task: Predict the reactants needed to synthesize the given product. Given the product [Cl:19][C:18]1[C:13]([O:12][C:11]2[CH:30]=[CH:31][C:32]([F:34])=[CH:33][C:10]=2[C:9]2[N:5]([CH:3]3[CH2:4][N:1]([CH3:39])[CH2:2]3)[N:6]=[CH:7][CH:8]=2)=[CH:14][C:15]([F:29])=[C:16]([S:20]([NH:23][C:24]2[N:25]=[CH:26][S:27][CH:28]=2)(=[O:21])=[O:22])[CH:17]=1, predict the reactants needed to synthesize it. The reactants are: [NH:1]1[CH2:4][CH:3]([N:5]2[C:9]([C:10]3[CH:33]=[C:32]([F:34])[CH:31]=[CH:30][C:11]=3[O:12][C:13]3[C:18]([Cl:19])=[CH:17][C:16]([S:20]([NH:23][C:24]4[N:25]=[CH:26][S:27][CH:28]=4)(=[O:22])=[O:21])=[C:15]([F:29])[CH:14]=3)=[CH:8][CH:7]=[N:6]2)[CH2:2]1.CO.C=O.[C:39](O[BH-](OC(=O)C)OC(=O)C)(=O)C.[Na+].